Dataset: NCI-60 drug combinations with 297,098 pairs across 59 cell lines. Task: Regression. Given two drug SMILES strings and cell line genomic features, predict the synergy score measuring deviation from expected non-interaction effect. (1) Drug 1: CC1C(C(CC(O1)OC2CC(CC3=C2C(=C4C(=C3O)C(=O)C5=C(C4=O)C(=CC=C5)OC)O)(C(=O)CO)O)N)O.Cl. Drug 2: CC(C)NC(=O)C1=CC=C(C=C1)CNNC.Cl. Cell line: K-562. Synergy scores: CSS=-3.92, Synergy_ZIP=0.149, Synergy_Bliss=-0.155, Synergy_Loewe=-4.59, Synergy_HSA=-2.32. (2) Drug 1: CN1C2=C(C=C(C=C2)N(CCCl)CCCl)N=C1CCCC(=O)O.Cl. Drug 2: CC1CCCC2(C(O2)CC(NC(=O)CC(C(C(=O)C(C1O)C)(C)C)O)C(=CC3=CSC(=N3)C)C)C. Cell line: EKVX. Synergy scores: CSS=14.1, Synergy_ZIP=7.10, Synergy_Bliss=8.22, Synergy_Loewe=-19.1, Synergy_HSA=2.41. (3) Drug 1: CN1C(=O)N2C=NC(=C2N=N1)C(=O)N. Drug 2: C(CCl)NC(=O)N(CCCl)N=O. Cell line: SF-295. Synergy scores: CSS=17.1, Synergy_ZIP=-2.06, Synergy_Bliss=1.04, Synergy_Loewe=-3.53, Synergy_HSA=-3.12. (4) Drug 1: C1=C(C(=O)NC(=O)N1)F. Drug 2: C1=NC2=C(N=C(N=C2N1C3C(C(C(O3)CO)O)F)Cl)N. Cell line: HT29. Synergy scores: CSS=48.0, Synergy_ZIP=-5.19, Synergy_Bliss=-5.61, Synergy_Loewe=-2.17, Synergy_HSA=-1.53. (5) Synergy scores: CSS=20.4, Synergy_ZIP=1.14, Synergy_Bliss=-0.576, Synergy_Loewe=-2.33, Synergy_HSA=-2.71. Drug 2: C1C(C(OC1N2C=NC3=C2NC=NCC3O)CO)O. Drug 1: CC12CCC3C(C1CCC2=O)CC(=C)C4=CC(=O)C=CC34C. Cell line: SK-MEL-5. (6) Drug 1: CN(CC1=CN=C2C(=N1)C(=NC(=N2)N)N)C3=CC=C(C=C3)C(=O)NC(CCC(=O)O)C(=O)O. Drug 2: CCC(=C(C1=CC=CC=C1)C2=CC=C(C=C2)OCCN(C)C)C3=CC=CC=C3.C(C(=O)O)C(CC(=O)O)(C(=O)O)O. Cell line: BT-549. Synergy scores: CSS=17.2, Synergy_ZIP=-4.85, Synergy_Bliss=-4.09, Synergy_Loewe=-20.3, Synergy_HSA=-3.60.